Dataset: Reaction yield outcomes from USPTO patents with 853,638 reactions. Task: Predict the reaction yield, written as a fraction of the theoretical maximum amount of product (1.0 means a 100% yield; for example, 0.34 means a 34% yield). The yield is 0.280. The catalyst is Cl.O1CCOCC1. The product is [NH:19]1[CH:20]=[CH:21][N:22]=[C:18]1[C:16]1[S:17][C:10]2[C:11](=[N:12][CH:13]=[CH:14][C:9]=2[O:8][C:7]2[CH:6]=[CH:5][C:4]([NH:31][C:32]([NH:34][C:35](=[O:43])[CH2:36][C:37]3[CH:38]=[CH:39][CH:40]=[CH:41][CH:42]=3)=[S:33])=[CH:3][C:2]=2[F:1])[CH:15]=1. The reactants are [F:1][C:2]1[CH:3]=[C:4]([NH:31][C:32]([NH:34][C:35](=[O:43])[CH2:36][C:37]2[CH:42]=[CH:41][CH:40]=[CH:39][CH:38]=2)=[S:33])[CH:5]=[CH:6][C:7]=1[O:8][C:9]1[CH:14]=[CH:13][N:12]=[C:11]2[CH:15]=[C:16]([C:18]3[N:19](COCC[Si](C)(C)C)[CH:20]=[CH:21][N:22]=3)[S:17][C:10]=12.